Dataset: Forward reaction prediction with 1.9M reactions from USPTO patents (1976-2016). Task: Predict the product of the given reaction. (1) Given the reactants [Br:1]Br.[CH3:3][O:4][C:5]1[CH:10]=[CH:9][C:8]([O:11][CH3:12])=[CH:7][CH:6]=1.C([O-])([O-])=O.[Na+].[Na+], predict the reaction product. The product is: [CH3:3][O:4][C:5]1[CH:10]=[CH:9][C:8]([O:11][CH3:12])=[CH:7][C:6]=1[Br:1]. (2) Given the reactants [CH3:1][O:2][C:3]([C:5]1[CH:22]=[CH:21][CH:20]=[CH:19][C:6]=1[O:7][CH2:8][C:9]1[N:14]=[CH:13][C:12]([C:15]([O:17][CH3:18])=[O:16])=[CH:11][CH:10]=1)=[O:4].[BH3-]C#N.[Na+], predict the reaction product. The product is: [CH3:1][O:2][C:3]([C:5]1[CH:22]=[CH:21][CH:20]=[CH:19][C:6]=1[O:7][CH2:8][C@@H:9]1[NH:14][CH2:13][C@@H:12]([C:15]([O:17][CH3:18])=[O:16])[CH2:11][CH2:10]1)=[O:4]. (3) Given the reactants [CH2:1]([C:8]1[CH:15]=[CH:14][CH:13]=[CH:12][C:9]=1[CH2:10]O)[C:2]1[CH:7]=[CH:6][CH:5]=[CH:4][CH:3]=1.[BrH:16], predict the reaction product. The product is: [CH2:1]([C:8]1[CH:15]=[CH:14][CH:13]=[CH:12][C:9]=1[CH2:10][Br:16])[C:2]1[CH:7]=[CH:6][CH:5]=[CH:4][CH:3]=1. (4) The product is: [O:30]([C:28]([N:2]1[CH:6]2[CH2:5][CH2:4][CH:3]1[CH2:10][C:8](=[O:9])[CH2:7]2)=[O:29])[C:31]1[CH:36]=[CH:35][CH:34]=[CH:33][CH:32]=1. Given the reactants C[N:2]1[CH:6]2[CH2:7][C:8]([CH2:10][CH:3]1[CH2:4][CH2:5]2)=[O:9].C([O-])([O-])=O.[K+].[K+].N#N.CCl.N1CCOCC1.Cl[C:28]([O:30][C:31]1[CH:36]=[CH:35][CH:34]=[CH:33][CH:32]=1)=[O:29].ClC([O-])=O, predict the reaction product. (5) Given the reactants [CH3:1][N:2]1[C:7]2[C:8](C)=[CH:9][NH:10][C:6]=2[C:5](=[O:12])[N:4]([CH3:13])[C:3]1=[O:14].Br[CH2:16][C:17]([NH:19][C:20]1[S:21][CH:22]=[C:23]([C:25]2[CH:30]=[C:29]([F:31])[C:28]([O:32][CH2:33][C:34]([F:37])([F:36])[F:35])=[C:27]([F:38])[CH:26]=2)[N:24]=1)=[O:18].[H-].[Na+], predict the reaction product. The product is: [F:38][C:27]1[CH:26]=[C:25]([C:23]2[N:24]=[C:20]([NH:19][C:17](=[O:18])[CH2:16][N:10]3[C:6]4[C:5](=[O:12])[N:4]([CH3:13])[C:3](=[O:14])[N:2]([CH3:1])[C:7]=4[CH:8]=[CH:9]3)[S:21][CH:22]=2)[CH:30]=[C:29]([F:31])[C:28]=1[O:32][CH2:33][C:34]([F:35])([F:36])[F:37]. (6) The product is: [Cl:18][C:15]1[CH:16]=[CH:17][C:12]([S:9]([NH:8][C:6]2[CH:7]=[C:74]([Cl:76])[CH:3]=[CH:4][C:5]=2[S:23][CH2:52][CH3:53])(=[O:11])=[O:10])=[CH:13][C:14]=1[C:19]([F:21])([F:22])[F:20]. Given the reactants ClC1[CH:3]=[CH:4][C:5]([S:23][S:23][C:5]2[CH:4]=[CH:3]C(Cl)=[CH:7][C:6]=2[NH:8][S:9]([C:12]2[CH:17]=[CH:16][C:15]([Cl:18])=[C:14]([C:19]([F:22])([F:21])[F:20])[CH:13]=2)(=[O:11])=[O:10])=[C:6]([NH:8][S:9]([C:12]2[CH:17]=[CH:16][C:15]([Cl:18])=[C:14]([C:19]([F:22])([F:21])[F:20])[CH:13]=2)(=[O:11])=[O:10])[CH:7]=1.C([O-])(O)=O.[Na+].[C:52]1(P(C2C=CC=CC=2)C2C=CC=CC=2)C=CC=C[CH:53]=1.C(I)C.[CH2:74]([Cl:76])Cl, predict the reaction product. (7) Given the reactants [CH3:1][C:2]1[CH:3]=[C:4]([CH2:9][C@@H:10]([O:32][C:33]([N:35]2[CH2:40][CH2:39][CH:38]([N:41]3[CH2:47][CH2:46][C:45]4[CH:48]=[CH:49][CH:50]=[CH:51][C:44]=4[NH:43][C:42]3=[O:52])[CH2:37][CH2:36]2)=[O:34])[C:11]([N:13]2[CH2:18][CH2:17][CH:16]([CH:19]3[CH2:24][CH2:23][N:22](C(OC(C)(C)C)=O)[CH2:21][CH2:20]3)[CH2:15][CH2:14]2)=[O:12])[CH:5]=[C:6]([CH3:8])[CH:7]=1.C([O-])([O-])=O.[K+].[K+], predict the reaction product. The product is: [O:52]=[C:42]1[N:41]([CH:38]2[CH2:37][CH2:36][N:35]([C:33]([O:32][C@H:10]([CH2:9][C:4]3[CH:5]=[C:6]([CH3:8])[CH:7]=[C:2]([CH3:1])[CH:3]=3)[C:11]([N:13]3[CH2:14][CH2:15][CH:16]([CH:19]4[CH2:20][CH2:21][NH:22][CH2:23][CH2:24]4)[CH2:17][CH2:18]3)=[O:12])=[O:34])[CH2:40][CH2:39]2)[CH2:47][CH2:46][C:45]2[CH:48]=[CH:49][CH:50]=[CH:51][C:44]=2[NH:43]1. (8) The product is: [CH3:11][C:12]1[CH:13]=[CH:14][C:15]2[N:16]([CH:2]=[C:3]([CH2:4][C:5]([O:7][CH2:8][CH3:9])=[O:6])[N:18]=2)[CH:17]=1. Given the reactants Cl[CH2:2][C:3](=O)[CH2:4][C:5]([O:7][CH2:8][CH3:9])=[O:6].[CH3:11][C:12]1[CH:13]=[CH:14][C:15]([NH2:18])=[N:16][CH:17]=1, predict the reaction product.